From a dataset of Reaction yield outcomes from USPTO patents with 853,638 reactions. Predict the reaction yield, written as a fraction of the theoretical maximum amount of product (1.0 means a 100% yield; for example, 0.34 means a 34% yield). (1) The product is [CH3:1][O:2][C:3](=[O:28])[NH:4][C@H:5]([C:9]([N:11]1[CH2:15][CH2:14][CH2:13][C@H:12]1[C:16]1[NH:17][CH:18]=[C:19]([C:21]2[CH:26]=[CH:25][C:24]([C:37]3[CH:43]=[CH:42][C:40]([NH2:41])=[CH:39][CH:38]=3)=[CH:23][CH:22]=2)[N:20]=1)=[O:10])[CH:6]([CH3:8])[CH3:7]. The yield is 0.750. The reactants are [CH3:1][O:2][C:3](=[O:28])[NH:4][C@H:5]([C:9]([N:11]1[CH2:15][CH2:14][CH2:13][C@H:12]1[C:16]1[NH:17][CH:18]=[C:19]([C:21]2[CH:26]=[CH:25][C:24](Br)=[CH:23][CH:22]=2)[N:20]=1)=[O:10])[CH:6]([CH3:8])[CH3:7].CC1(C)C(C)(C)OB([C:37]2[CH:43]=[CH:42][C:40]([NH2:41])=[CH:39][CH:38]=2)O1.C(=O)([O-])[O-].[Na+].[Na+].C(OCC)(=O)C. The catalyst is O1CCOCC1.O.C1C=CC(P(C2C=CC=CC=2)[C-]2C=CC=C2)=CC=1.C1C=CC(P(C2C=CC=CC=2)[C-]2C=CC=C2)=CC=1.Cl[Pd]Cl.[Fe+2]. (2) The reactants are [CH:1]([C:3]1[O:7][C:6]([C:8]([OH:10])=[O:9])=[CH:5][CH:4]=1)=O.Cl.[NH2:12]O.C(OC(=O)C)(=O)C. The catalyst is N1C=CC=CC=1. The product is [C:1]([C:3]1[O:7][C:6]([C:8]([OH:10])=[O:9])=[CH:5][CH:4]=1)#[N:12]. The yield is 0.760. (3) The reactants are [CH3:1][C:2]1[CH:7]=[C:6]([N:8]2[CH:12]=[C:11]([C:13]([F:16])([F:15])[F:14])[CH:10]=[N:9]2)[CH:5]=[CH:4][C:3]=1[OH:17].O[CH:19]([C:23]1[CH:33]=[CH:32][C:26]([C:27]([O:29][CH2:30][CH3:31])=[O:28])=[CH:25][CH:24]=1)[CH2:20][CH2:21][CH3:22].C1(P(C2C=CC=CC=2)C2C=CC=CC=2)C=CC=CC=1.N(C(OCC=[N+]=[N-])=O)=NC([O-])=O. The catalyst is O1CCCC1. The product is [CH3:1][C:2]1[CH:7]=[C:6]([N:8]2[CH:12]=[C:11]([C:13]([F:16])([F:15])[F:14])[CH:10]=[N:9]2)[CH:5]=[CH:4][C:3]=1[O:17][CH:19]([C:23]1[CH:33]=[CH:32][C:26]([C:27]([O:29][CH2:30][CH3:31])=[O:28])=[CH:25][CH:24]=1)[CH2:20][CH2:21][CH3:22]. The yield is 0.240. (4) The reactants are [CH3:1]C(C)([O-])C.[K+].[Br:7][C:8]1[CH:20]=[C:19]([Cl:21])[CH:18]=[CH:17][C:9]=1[O:10][CH:11]1[CH2:15][CH2:14][CH2:13][C:12]1=O. The catalyst is [Br-].C[P+](C1C=CC=CC=1)(C1C=CC=CC=1)C1C=CC=CC=1.O1CCCC1. The product is [Br:7][C:8]1[CH:20]=[C:19]([Cl:21])[CH:18]=[CH:17][C:9]=1[O:10][CH:11]1[CH2:15][CH2:14][CH2:13][C:12]1=[CH2:1]. The yield is 0.582. (5) The reactants are Cl[C:2]([O:4][CH2:5][CH3:6])=[O:3].[CH:7]12[CH2:16][CH:11]3[CH2:12][CH:13]([CH2:15][CH:9]([CH2:10]3)[CH:8]1[C:17]1[CH:22]=[C:21]([CH3:23])[CH:20]=[CH:19][C:18]=1[OH:24])[CH2:14]2.CCN(CC)CC. The catalyst is CN(C1C=CN=CC=1)C.ClCCl. The product is [C:2](=[O:3])([O:4][CH2:5][CH3:6])[O:24][C:18]1[CH:19]=[CH:20][C:21]([CH3:23])=[CH:22][C:17]=1[CH:8]1[CH:9]2[CH2:10][CH:11]3[CH2:12][CH:13]([CH2:14][CH:7]1[CH2:16]3)[CH2:15]2. The yield is 0.940. (6) The reactants are [C-:1]#[N:2].[Na+].[Br:4][C:5]1[CH:10]=[CH:9][C:8]([CH2:11]Br)=[CH:7][N:6]=1. The catalyst is O1CCOCC1.O. The product is [Br:4][C:5]1[N:6]=[CH:7][C:8]([CH2:11][C:1]#[N:2])=[CH:9][CH:10]=1. The yield is 0.490. (7) The reactants are [CH2:1]([N:8]1[CH:16]([OH:17])[C:15]2[C:10](=[CH:11][CH:12]=[CH:13][CH:14]=2)[C:9]1=O)[C:2]1[CH:7]=[CH:6][CH:5]=[CH:4][CH:3]=1.S(Cl)(Cl)=O.[OH-].[NH4+:24].Cl. The catalyst is ClCCl. The product is [NH2:24][CH:9]1[C:10]2[C:15](=[CH:14][CH:13]=[CH:12][CH:11]=2)[C:16](=[O:17])[N:8]1[CH2:1][C:2]1[CH:7]=[CH:6][CH:5]=[CH:4][CH:3]=1. The yield is 0.620.